This data is from Catalyst prediction with 721,799 reactions and 888 catalyst types from USPTO. The task is: Predict which catalyst facilitates the given reaction. (1) Reactant: [Cl:1][C:2]1[CH:3]=[C:4]([CH:9]([CH2:30][C:31]([OH:33])=O)[CH2:10][N:11]([CH3:29])[C:12]([C:14]2[C:23]3[C:18](=[CH:19][CH:20]=[CH:21][CH:22]=3)[C:17]([O:24][CH3:25])=[C:16]([Br:26])[C:15]=2[O:27][CH3:28])=[O:13])[CH:5]=[CH:6][C:7]=1[Cl:8].C1C=CC2N(O)N=[N:40]C=2C=1.N.Cl.C(N=C=NCCCN(C)C)C.C([O-])(O)=O.[Na+]. Product: [Cl:1][C:2]1[CH:3]=[C:4]([C@H:9]([CH2:30][C:31](=[O:33])[NH2:40])[CH2:10][N:11]([CH3:29])[C:12]([C:14]2[C:23]3[C:18](=[CH:19][CH:20]=[CH:21][CH:22]=3)[C:17]([O:24][CH3:25])=[C:16]([Br:26])[C:15]=2[O:27][CH3:28])=[O:13])[CH:5]=[CH:6][C:7]=1[Cl:8]. The catalyst class is: 3. (2) Reactant: [CH3:1][O:2][C:3]1[CH:8]=[CH:7][CH:6]=[CH:5][C:4]=1[N:9]1[C:17](=[O:18])[NH:16][C:15]2[C:10]1=[N:11][C:12]([NH:24][C@@H:25]1[CH2:29][CH2:28][NH:27][CH2:26]1)=[N:13][C:14]=2[C:19]([O:21]CC)=O.C(OC([N:37]1CC[C@@H](NC2N=C3C(NC(=O)N3C3C=CC=CC=3OC)=C(C(OCC)=O)N=2)C1)=O)(C)(C)C. Product: [CH3:1][O:2][C:3]1[CH:8]=[CH:7][CH:6]=[CH:5][C:4]=1[N:9]1[C:17](=[O:18])[NH:16][C:15]2[C:10]1=[N:11][C:12]([NH:24][C@@H:25]1[CH2:29][CH2:28][NH:27][CH2:26]1)=[N:13][C:14]=2[C:19]([NH2:37])=[O:21]. The catalyst class is: 281.